From a dataset of Experimentally validated miRNA-target interactions with 360,000+ pairs, plus equal number of negative samples. Binary Classification. Given a miRNA mature sequence and a target amino acid sequence, predict their likelihood of interaction. (1) The miRNA is hsa-miR-4264 with sequence ACUCAGUCAUGGUCAUU. The protein sequence of the target gene is MASYPYRQGCPGAAGQAPGAPPGSYYPGPPNSGGQYGSGLPPGGGYGGPAPGGPYGPPAGGGPYGHPNPGMFPSGTPGGPYGGAAPGGPYGQPPPSSYGAQQPGLYGQGGAPPNVDPEAYSWFQSVDSDHSGYISMKELKQALVNCNWSSFNDETCLMMINMFDKTKSGRIDVYGFSALWKFIQQWKNLFQQYDRDRSGSISYTELQQALSQMGYNLSPQFTQLLVSRYCPRSANPAMQLDRFIQVCTQLQVLTEAFREKDTAVQGNIRLSFEDFVTMTASRML. Result: 0 (no interaction). (2) The miRNA is hsa-miR-23b-3p with sequence AUCACAUUGCCAGGGAUUACCAC. The protein sequence of the target gene is MSCRERTDSSCGCNGHEENRILKCVVVGDGAVGKTCLLMSYANDAFPEEYVPTVFDHYAVTVTVGGKQHLLGLYDTAGQEDYNQLRPLSYPNTDVFLICFSVVNPASYHNVQEEWVPELKDCMPHVPYVLIGTQIDLRDDPKTLARLLYMKEKPLTYEHGVKLAKAIGAQCYLECSALTQKGLKAVFDEAILTIFHPKKKKKGCLGCHGCCAII. Result: 0 (no interaction). (3) The miRNA is hsa-miR-1231 with sequence GUGUCUGGGCGGACAGCUGC. Result: 0 (no interaction). The protein sequence of the target gene is MKDCEYQQISPGAAPPPASPGARRPGPAAPPAPSPGPAPGAPRWSGSGSGSGSLGRRPRRKWEVFPGRNRFYCGGRLMLAGHGGVFALTLLLILSTTILFFVFDCPYLARTLTLAIPIIAAILFFFVMSCLLQTSFTDPGILPRATICEAAALEKQIDNTGSSTYRPPPRTREVMINGQTVKLKYCFTCKMFRPPRTSHCSVCDNCVERFDHHCPWVGNCVGRRNYRFFYAFILSLSFLTAFIFACVVTHLTLLSQGSNFLSALKKTPASVLELVICFFSIWSILGLSGFHTYLVASNLT.... (4) The miRNA is hsa-miR-193b-5p with sequence CGGGGUUUUGAGGGCGAGAUGA. The protein sequence of the target gene is MASVTDGKTGVKDASDQNFDYMFKLLIIGNSSVGKTSFLFRYADDTFTPAFVSTVGIDFKVKTVYRHEKRVKLQIWDTAGQERYRTITTAYYRGAMGFILMYDITNEESFNAVQDWATQIKTYSWDNAQVILVGNKCDMEEERVVPTEKGQLLAEQLGFDFFEASAKENISVRQAFERLVDAICDKMSDSLDTDPSMLGSSKNTRLSDTPPLLQQNCSC. Result: 1 (interaction). (5) The miRNA is hsa-miR-6080 with sequence UCUAGUGCGGGCGUUCCCG. The protein sequence of the target gene is MVMFKKIKSFEVVFNDPEKVYGSGEKVAGRVIVEVCEVTRVKAVRILACGVAKVLWMQGSQQCKQTLDYLRYEDTLLLEEQPTAGENEMVIMRPGNKYEYKFGFELPQGPLGTSFKGKYGCVDYWVKAFLDRPSQPTQEAKKNFEVMDLVDVNTPDLMAPVSAKKEKKVSCMFIPDGRVSVSARIDRKGFCEGDDISIHADFENTCSRIVVPKAAIVARHTYLANGQTKVFTQKLSSVRGNHIISGTCASWRGKSLRVQKIRPSILGCNILKVEYSLLIYVSVPGSKKVILDLPLVIGSR.... Result: 0 (no interaction). (6) The miRNA is hsa-miR-15a-5p with sequence UAGCAGCACAUAAUGGUUUGUG. The protein sequence of the target gene is MTEEPIKEILGAPKAHMAATMEKSPKSEVVITTVPLVSEIQLMAATGGTELSCYRCIIPFAVVVFIAGIVVTAVAYSFNSHGSIISIFGLVVLSSGLFLLASSALCWKVRQRSKKAKRRESQTALVANQRSLFA. Result: 1 (interaction).